From a dataset of Forward reaction prediction with 1.9M reactions from USPTO patents (1976-2016). Predict the product of the given reaction. (1) Given the reactants Br[CH2:2][C:3]1[CH:8]=[CH:7][C:6]([CH3:9])=[C:5]([CH3:10])[CH:4]=1.[CH2:11]([O:13][C:14](=[O:30])[CH2:15][N:16]=C(C1C=CC=CC=1)C1C=CC=CC=1)[CH3:12].C([O-])([O-])=O.[K+].[K+], predict the reaction product. The product is: [NH2:16][CH:15]([CH2:2][C:3]1[CH:8]=[CH:7][C:6]([CH3:9])=[C:5]([CH3:10])[CH:4]=1)[C:14]([O:13][CH2:11][CH3:12])=[O:30]. (2) The product is: [CH3:29][O:30][C:31]1[CH:32]=[C:33]([NH:43][C:44]2[N:46]=[C:5]([OH:6])[C:7]3[CH2:8][N:9]([CH3:20])[CH2:10][CH:11]([C:14]4[CH:15]=[CH:16][CH:17]=[CH:18][CH:19]=4)[C:12]=3[N:45]=2)[CH:34]=[CH:35][C:36]=1[N:37]1[CH:41]=[C:40]([CH3:42])[N:39]=[CH:38]1. Given the reactants Cl.C(O[C:5]([CH:7]1[C:12](=O)[CH:11]([C:14]2[CH:19]=[CH:18][CH:17]=[CH:16][CH:15]=2)[CH2:10][N:9]([CH3:20])[CH2:8]1)=[O:6])C.[N+]([O-])(O)=O.[N+]([O-])(O)=O.[CH3:29][O:30][C:31]1[CH:32]=[C:33]([NH:43][C:44]([NH2:46])=[NH:45])[CH:34]=[CH:35][C:36]=1[N:37]1[CH:41]=[C:40]([CH3:42])[N:39]=[CH:38]1.C(N(CC)CC)C, predict the reaction product.